Dataset: Peptide-MHC class II binding affinity with 134,281 pairs from IEDB. Task: Regression. Given a peptide amino acid sequence and an MHC pseudo amino acid sequence, predict their binding affinity value. This is MHC class II binding data. The peptide sequence is SQDLELSWNLNGLDAY. The MHC is DRB1_1302 with pseudo-sequence DRB1_1302. The binding affinity (normalized) is 0.715.